From a dataset of Full USPTO retrosynthesis dataset with 1.9M reactions from patents (1976-2016). Predict the reactants needed to synthesize the given product. (1) Given the product [CH3:8][O:9][C:10]1[CH:11]=[C:12]2[C:21](=[CH:22][CH:23]=1)[N:20]=[CH:19][C:18]1[O:17][CH2:16][C:15](=[O:34])[CH2:14][C:13]2=1, predict the reactants needed to synthesize it. The reactants are: C(N(CC)CC)C.[CH3:8][O:9][C:10]1[CH:11]=[C:12]2[C:21](=[CH:22][CH:23]=1)[N:20]=[CH:19][C:18]1[O:17][CH2:16][C:15](C(O)=O)=[CH:14][C:13]2=1.C1(P(N=[N+]=[N-])(C2C=CC=CC=2)=[O:34])C=CC=CC=1.Cl. (2) The reactants are: O[CH2:2][C:3]1[N:7]([C:8]2[CH:15]=[CH:14][C:11]([C:12]#[N:13])=[C:10]([C:16]([F:19])([F:18])[F:17])[CH:9]=2)[N:6]=[N:5][N:4]=1.S(Cl)([Cl:22])=O. Given the product [Cl:22][CH2:2][C:3]1[N:7]([C:8]2[CH:15]=[CH:14][C:11]([C:12]#[N:13])=[C:10]([C:16]([F:19])([F:18])[F:17])[CH:9]=2)[N:6]=[N:5][N:4]=1, predict the reactants needed to synthesize it. (3) Given the product [Cl:1][C:2]1[C:3]([N:8]2[C:12]([C:13]([OH:15])=[O:14])=[CH:11][C:10]([C:17]([C:19]3[CH:20]=[N:21][C:22]([C:25]([F:28])([F:26])[F:27])=[CH:23][CH:24]=3)=[O:18])=[N:9]2)=[N:4][CH:5]=[CH:6][CH:7]=1, predict the reactants needed to synthesize it. The reactants are: [Cl:1][C:2]1[C:3]([N:8]2[C:12]([C:13]([O:15]C)=[O:14])=[CH:11][C:10]([C:17]([C:19]3[CH:20]=[N:21][C:22]([C:25]([F:28])([F:27])[F:26])=[CH:23][CH:24]=3)=[O:18])=[N:9]2)=[N:4][CH:5]=[CH:6][CH:7]=1.[OH-].[Na+]. (4) The reactants are: [S:1]1[C:9]2[CH:8]=[CH:7][N:6]=[CH:5][C:4]=2[CH:3]=[CH:2]1.C([Li])CCC.CCCCCC.CN([CH:24]=[O:25])C. Given the product [S:1]1[C:9]2[CH:8]=[CH:7][N:6]=[CH:5][C:4]=2[CH:3]=[C:2]1[CH:24]=[O:25], predict the reactants needed to synthesize it.